This data is from Reaction yield outcomes from USPTO patents with 853,638 reactions. The task is: Predict the reaction yield, written as a fraction of the theoretical maximum amount of product (1.0 means a 100% yield; for example, 0.34 means a 34% yield). (1) The reactants are [CH:1]1([CH:6]=[C:7]([C:17]2[CH:22]=[CH:21][C:20]([NH:23][S:24]([CH3:27])(=[O:26])=[O:25])=[CH:19][CH:18]=2)[C:8]2[NH:16][C:11]3=[N:12][CH:13]=[CH:14][CH:15]=[C:10]3[CH:9]=2)[CH2:5][CH2:4][CH2:3][CH2:2]1. The catalyst is [Pd].CO. The product is [CH:1]1([CH2:6][CH:7]([C:17]2[CH:18]=[CH:19][C:20]([NH:23][S:24]([CH3:27])(=[O:26])=[O:25])=[CH:21][CH:22]=2)[C:8]2[NH:16][C:11]3=[N:12][CH:13]=[CH:14][CH:15]=[C:10]3[CH:9]=2)[CH2:5][CH2:4][CH2:3][CH2:2]1. The yield is 0.540. (2) The reactants are [OH-].[Na+].C[O:4][C:5](=[O:41])[CH2:6][C:7]1[CH:12]=[CH:11][C:10]([C:13]2[CH:18]=[CH:17][C:16]([C:19]([CH2:38][CH3:39])([C:22]3[CH:27]=[CH:26][C:25]([C:28]#[C:29][C:30]4([OH:36])[CH2:35][CH2:34][O:33][CH2:32][CH2:31]4)=[C:24]([CH3:37])[CH:23]=3)[CH2:20][CH3:21])=[CH:15][C:14]=2[CH3:40])=[CH:9][CH:8]=1. The catalyst is CO.O1CCCC1. The product is [CH2:20]([C:19]([C:16]1[CH:17]=[CH:18][C:13]([C:10]2[CH:11]=[CH:12][C:7]([CH2:6][C:5]([OH:41])=[O:4])=[CH:8][CH:9]=2)=[C:14]([CH3:40])[CH:15]=1)([C:22]1[CH:27]=[CH:26][C:25]([C:28]#[C:29][C:30]2([OH:36])[CH2:31][CH2:32][O:33][CH2:34][CH2:35]2)=[C:24]([CH3:37])[CH:23]=1)[CH2:38][CH3:39])[CH3:21]. The yield is 0.950. (3) The reactants are [Cl-].O[NH3+:3].[C:4](=[O:7])([O-])[OH:5].[Na+].CS(C)=O.[CH:13]1([O:17][C:18]2[CH:23]=[CH:22][C:21]([N:24]3[C:29](=[O:30])[C:28]([CH2:31][C:32]4[CH:37]=[CH:36][C:35]([C:38]5[C:39]([C:44]#[N:45])=[CH:40][CH:41]=[CH:42][CH:43]=5)=[CH:34][CH:33]=4)=[C:27]([CH2:46][CH2:47][CH3:48])[N:26]=[C:25]3[CH3:49])=[CH:20][C:19]=2[F:50])[CH2:16][CH2:15][CH2:14]1. The catalyst is O.C(OCC)(=O)C. The product is [CH:13]1([O:17][C:18]2[CH:23]=[CH:22][C:21]([N:24]3[C:29](=[O:30])[C:28]([CH2:31][C:32]4[CH:37]=[CH:36][C:35]([C:38]5[CH:43]=[CH:42][CH:41]=[CH:40][C:39]=5[C:44]5[NH:3][C:4](=[O:7])[O:5][N:45]=5)=[CH:34][CH:33]=4)=[C:27]([CH2:46][CH2:47][CH3:48])[N:26]=[C:25]3[CH3:49])=[CH:20][C:19]=2[F:50])[CH2:14][CH2:15][CH2:16]1. The yield is 0.520. (4) The reactants are [Cl:1][C:2]1[CH:7]=[CH:6][N:5]=[C:4]([N:8]2[CH2:20][CH2:19][C:18]3[N:17]4[C:12]([CH2:13][CH2:14][CH2:15][CH2:16]4)=[CH:11][C:10]=3[C:9]2=[O:21])[C:3]=1[CH2:22][OH:23].C(N(CC)CC)C.[C:31](Cl)(=[O:33])[CH3:32]. The catalyst is ClCCl. The product is [C:31]([O:23][CH2:22][C:3]1[C:4]([N:8]2[CH2:20][CH2:19][C:18]3[N:17]4[C:12]([CH2:13][CH2:14][CH2:15][CH2:16]4)=[CH:11][C:10]=3[C:9]2=[O:21])=[N:5][CH:6]=[CH:7][C:2]=1[Cl:1])(=[O:33])[CH3:32]. The yield is 0.900. (5) The reactants are [CH2:1]([O:3][P:4]([CH2:9][CH2:10][CH2:11][CH2:12][CH2:13][CH2:14][CH2:15][CH2:16][CH2:17][CH3:18])(=O)[O:5]CC)[CH3:2].C(Cl)(=O)C([Cl:22])=O. The catalyst is C(OCC)C. The product is [CH2:9]([P:4]([Cl:22])(=[O:5])[O:3][CH2:1][CH3:2])[CH2:10][CH2:11][CH2:12][CH2:13][CH2:14][CH2:15][CH2:16][CH2:17][CH3:18]. The yield is 0.730. (6) The catalyst is C1COCC1.O=[Mn]=O. The yield is 0.820. The product is [Br:1][C:2]1[CH:7]=[CH:6][C:5]([NH:8][C:9]2[C:10]([CH:25]=[O:26])=[CH:11][C:12]3[N:16]([CH2:17][CH2:18][S:19]([CH3:22])(=[O:21])=[O:20])[CH:15]=[N:14][C:13]=3[C:23]=2[F:24])=[C:4]([Cl:27])[CH:3]=1. The reactants are [Br:1][C:2]1[CH:7]=[CH:6][C:5]([NH:8][C:9]2[C:10]([CH2:25][OH:26])=[CH:11][C:12]3[N:16]([CH2:17][CH2:18][S:19]([CH3:22])(=[O:21])=[O:20])[CH:15]=[N:14][C:13]=3[C:23]=2[F:24])=[C:4]([Cl:27])[CH:3]=1.CC(C)=O. (7) The reactants are CN(N=O)C(N[N+]([O-])=O)=N.[OH-].[K+].[N+](=[CH2:15])=[N-].[F:16][C:17]1[CH:18]=[C:19](/[CH:25]=[CH:26]/[C:27]([O:29][CH2:30][CH3:31])=[O:28])[CH:20]=[CH:21][C:22]=1[O:23][CH3:24]. The catalyst is CCOCC.C(O)(=O)C.C([O-])(=O)C.[Pd+2].C([O-])(=O)C. The product is [F:16][C:17]1[CH:18]=[C:19]([CH:25]2[CH2:15][CH:26]2[C:27]([O:29][CH2:30][CH3:31])=[O:28])[CH:20]=[CH:21][C:22]=1[O:23][CH3:24]. The yield is 0.830.